From a dataset of Reaction yield outcomes from USPTO patents with 853,638 reactions. Predict the reaction yield, written as a fraction of the theoretical maximum amount of product (1.0 means a 100% yield; for example, 0.34 means a 34% yield). The catalyst is C(OCC)(=O)C. The reactants are [C:1]([N:4]1[CH2:9][CH2:8][CH:7]([C:10]2[C:11]3[CH:21]=[CH:20][CH:19]=[C:18]([C:22]([F:25])([F:24])[F:23])[C:12]=3[S:13][C:14]=2C(O)=O)[CH2:6][CH2:5]1)(=[O:3])[CH3:2].N1C2C(=CC=CC=2)C=CC=1. The yield is 0.740. The product is [F:25][C:22]([F:23])([F:24])[C:18]1[C:12]2[S:13][CH:14]=[C:10]([CH:7]3[CH2:6][CH2:5][N:4]([C:1](=[O:3])[CH3:2])[CH2:9][CH2:8]3)[C:11]=2[CH:21]=[CH:20][CH:19]=1.